This data is from Catalyst prediction with 721,799 reactions and 888 catalyst types from USPTO. The task is: Predict which catalyst facilitates the given reaction. Reactant: C[O:2][C:3]1[CH2:7][CH:6]([CH2:8][C:9]2[CH:13]=[C:12]([CH3:14])[O:11][N:10]=2)[C:5](=[O:15])[C:4]=1[C:16]1[C:21]([CH3:22])=[CH:20][C:19]([CH3:23])=[CH:18][C:17]=1[CH3:24].Cl. Product: [CH3:14][C:12]1[O:11][N:10]=[C:9]([CH2:8][CH:6]2[CH2:7][C:3](=[O:2])[CH:4]([C:16]3[C:21]([CH3:22])=[CH:20][C:19]([CH3:23])=[CH:18][C:17]=3[CH3:24])[C:5]2=[O:15])[CH:13]=1. The catalyst class is: 21.